From a dataset of Peptide-MHC class I binding affinity with 185,985 pairs from IEDB/IMGT. Regression. Given a peptide amino acid sequence and an MHC pseudo amino acid sequence, predict their binding affinity value. This is MHC class I binding data. (1) The peptide sequence is GTSTDVVYR. The MHC is Patr-A0101 with pseudo-sequence Patr-A0101. The binding affinity (normalized) is 0.475. (2) The peptide sequence is WQMDCTHL. The MHC is Mamu-A07 with pseudo-sequence Mamu-A07. The binding affinity (normalized) is 0. (3) The peptide sequence is FGDSEEPVTY. The MHC is HLA-A68:02 with pseudo-sequence HLA-A68:02. The binding affinity (normalized) is 0. (4) The MHC is HLA-B51:01 with pseudo-sequence HLA-B51:01. The binding affinity (normalized) is 0.150. The peptide sequence is PPFGESYIV. (5) The peptide sequence is FLRGRAYGL. The MHC is HLA-B40:02 with pseudo-sequence HLA-B40:02. The binding affinity (normalized) is 0. (6) The peptide sequence is LQKGGVIVY. The MHC is HLA-A03:01 with pseudo-sequence HLA-A03:01. The binding affinity (normalized) is 0.0847. (7) The peptide sequence is WPEIVGAIV. The MHC is HLA-B39:01 with pseudo-sequence HLA-B39:01. The binding affinity (normalized) is 0.423. (8) The peptide sequence is MQDVFTFYV. The MHC is HLA-A02:03 with pseudo-sequence HLA-A02:03. The binding affinity (normalized) is 0.0847. (9) The peptide sequence is KAVRLIKFLY. The MHC is HLA-A29:02 with pseudo-sequence HLA-A29:02. The binding affinity (normalized) is 0.494. (10) The peptide sequence is TTAKAMEQM. The MHC is HLA-A26:02 with pseudo-sequence HLA-A26:02. The binding affinity (normalized) is 0.936.